This data is from Forward reaction prediction with 1.9M reactions from USPTO patents (1976-2016). The task is: Predict the product of the given reaction. (1) Given the reactants [CH3:1][C:2]([CH3:15])([CH2:7][O:8][C:9]1[CH:14]=[CH:13][N:12]=[CH:11][CH:10]=1)[C:3]([O:5][CH3:6])=[O:4], predict the reaction product. The product is: [CH3:1][C:2]([CH3:15])([CH2:7][O:8][CH:9]1[CH2:14][CH2:13][NH:12][CH2:11][CH2:10]1)[C:3]([O:5][CH3:6])=[O:4]. (2) Given the reactants [C:1]1(B(O)O)[CH:6]=CC=[CH:3][CH:2]=1.Br[C:11]1[C:12](=O)[C:13]2[C:21](=[CH:22][CH:23]=1)[C:20]1[C:15](=[CH:16][C:17]([Br:24])=[CH:18][CH:19]=1)[CH:14]=2.C(=O)([O-])[O-:27].[Na+].[Na+].[CH2:32]([CH2:35]OC)OC, predict the reaction product. The product is: [Br:24][C:17]1[CH:18]=[CH:19][C:20]2[C:21]3[C:13](=[CH:12][C:11]([C:23]4[CH:22]=[CH:3][CH:2]=[CH:1][CH:6]=4)=[CH:32][CH:35]=3)[C:14](=[O:27])[C:15]=2[CH:16]=1. (3) Given the reactants C([O:4][CH2:5][C:6]([CH3:44])([CH3:43])[CH2:7][N:8]1[C:14]2[CH:15]=[CH:16][C:17]([Cl:19])=[CH:18][C:13]=2[C@@H:12]([C:20]2[CH:25]=[CH:24][CH:23]=[C:22]([O:26][CH3:27])[C:21]=2[O:28][CH3:29])[O:11][C@H:10]([CH2:30][C:31]2[O:32][C:33]([CH:36]([CH3:41])[C:37]([O:39]C)=[O:38])=[CH:34][N:35]=2)[C:9]1=[O:42])(=O)C.[OH-].[Na+].C(O)C, predict the reaction product. The product is: [Cl:19][C:17]1[CH:16]=[CH:15][C:14]2[N:8]([CH2:7][C:6]([CH3:43])([CH3:44])[CH2:5][OH:4])[C:9](=[O:42])[C@@H:10]([CH2:30][C:31]3[O:32][C:33]([CH:36]([CH3:41])[C:37]([OH:39])=[O:38])=[CH:34][N:35]=3)[O:11][C@H:12]([C:20]3[CH:25]=[CH:24][CH:23]=[C:22]([O:26][CH3:27])[C:21]=3[O:28][CH3:29])[C:13]=2[CH:18]=1.